Dataset: HIV replication inhibition screening data with 41,000+ compounds from the AIDS Antiviral Screen. Task: Binary Classification. Given a drug SMILES string, predict its activity (active/inactive) in a high-throughput screening assay against a specified biological target. (1) The molecule is Cc1ccc([S+](C)C)cc1.O=[N+]([O-])c1cc([N+](=O)[O-])c(S(=O)(=O)O)c([N+](=O)[O-])c1. The result is 0 (inactive). (2) The molecule is CC(=O)NC(=CC=CCC=O)SC12CC3CC(CC(C3)C1)C2. The result is 0 (inactive). (3) The molecule is O=c1onc2n1-c1cc(Cl)ccc1C(=S)N1CSCC21. The result is 0 (inactive). (4) The compound is C=CCOCCCC(=O)C(=[N+]=[NH2+])C(=O)OC. The result is 0 (inactive). (5) The drug is COC1C(O)C(C)OC(OC2CCC3(C)C(CCC4C3CCC3(C)C(C5=CC(=O)OC5)CCC43O)C2)C1O. The result is 0 (inactive). (6) The compound is Cc1cc(N(CCC#N)CCC#N)ccc1N=Nc1cccc(C(=O)O)c1. The result is 0 (inactive).